Dataset: Reaction yield outcomes from USPTO patents with 853,638 reactions. Task: Predict the reaction yield, written as a fraction of the theoretical maximum amount of product (1.0 means a 100% yield; for example, 0.34 means a 34% yield). The reactants are Br[C:2]1[CH:3]=[C:4]([N:8]2[C:16]3[C:11](=[CH:12][C:13]([CH2:17][N:18]4[CH2:22][CH2:21][CH:20]([OH:23])[CH2:19]4)=[CH:14][CH:15]=3)[C:10]([C:24]([O:26][CH3:27])=[O:25])=[N:9]2)[CH:5]=[CH:6][CH:7]=1.[C:28]([C@:30]1([OH:37])[CH2:34][CH2:33][N:32]([CH3:35])[C:31]1=[O:36])#[CH:29]. No catalyst specified. The product is [OH:37][C@@:30]1([C:28]#[C:29][C:2]2[CH:3]=[C:4]([N:8]3[C:16]4[C:11](=[CH:12][C:13]([CH2:17][N:18]5[CH2:22][CH2:21][CH:20]([OH:23])[CH2:19]5)=[CH:14][CH:15]=4)[C:10]([C:24]([O:26][CH3:27])=[O:25])=[N:9]3)[CH:5]=[CH:6][CH:7]=2)[CH2:34][CH2:33][N:32]([CH3:35])[C:31]1=[O:36]. The yield is 0.730.